This data is from Merck oncology drug combination screen with 23,052 pairs across 39 cell lines. The task is: Regression. Given two drug SMILES strings and cell line genomic features, predict the synergy score measuring deviation from expected non-interaction effect. (1) Drug 1: CC(C)CC(NC(=O)C(Cc1ccccc1)NC(=O)c1cnccn1)B(O)O. Drug 2: CCC1(O)C(=O)OCc2c1cc1n(c2=O)Cc2cc3c(CN(C)C)c(O)ccc3nc2-1. Cell line: NCIH1650. Synergy scores: synergy=-37.4. (2) Drug 1: O=c1[nH]cc(F)c(=O)[nH]1. Drug 2: Cn1nnc2c(C(N)=O)ncn2c1=O. Cell line: UWB1289BRCA1. Synergy scores: synergy=15.8. (3) Drug 1: NC1(c2ccc(-c3nc4ccn5c(=O)[nH]nc5c4cc3-c3ccccc3)cc2)CCC1. Drug 2: COC1CC2CCC(C)C(O)(O2)C(=O)C(=O)N2CCCCC2C(=O)OC(C(C)CC2CCC(OP(C)(C)=O)C(OC)C2)CC(=O)C(C)C=C(C)C(O)C(OC)C(=O)C(C)CC(C)C=CC=CC=C1C. Cell line: CAOV3. Synergy scores: synergy=51.3. (4) Drug 1: O=S1(=O)NC2(CN1CC(F)(F)F)C1CCC2Cc2cc(C=CCN3CCC(C(F)(F)F)CC3)ccc2C1. Drug 2: CCN(CC)CCNC(=O)c1c(C)[nH]c(C=C2C(=O)Nc3ccc(F)cc32)c1C. Cell line: CAOV3. Synergy scores: synergy=-8.17. (5) Drug 1: O=P1(N(CCCl)CCCl)NCCCO1. Drug 2: Cn1c(=O)n(-c2ccc(C(C)(C)C#N)cc2)c2c3cc(-c4cnc5ccccc5c4)ccc3ncc21. Cell line: NCIH460. Synergy scores: synergy=15.8. (6) Drug 1: NC1CCCCC1N.O=C(O)C(=O)O.[Pt+2]. Drug 2: CNC(=O)c1cc(Oc2ccc(NC(=O)Nc3ccc(Cl)c(C(F)(F)F)c3)cc2)ccn1. Cell line: A375. Synergy scores: synergy=-11.9. (7) Drug 1: CC1CC2C3CCC4=CC(=O)C=CC4(C)C3(F)C(O)CC2(C)C1(O)C(=O)CO. Drug 2: Cn1c(=O)n(-c2ccc(C(C)(C)C#N)cc2)c2c3cc(-c4cnc5ccccc5c4)ccc3ncc21. Cell line: SW837. Synergy scores: synergy=14.1.